Dataset: Peptide-MHC class I binding affinity with 185,985 pairs from IEDB/IMGT. Task: Regression. Given a peptide amino acid sequence and an MHC pseudo amino acid sequence, predict their binding affinity value. This is MHC class I binding data. (1) The peptide sequence is LTPFEKEFTS. The MHC is Mamu-A01 with pseudo-sequence Mamu-A01. The binding affinity (normalized) is 0.958. (2) The peptide sequence is PKPKIPAPPSA. The MHC is Mamu-A01 with pseudo-sequence Mamu-A01. The binding affinity (normalized) is 0. (3) The peptide sequence is HECFVKRVDW. The MHC is HLA-B18:01 with pseudo-sequence HLA-B18:01. The binding affinity (normalized) is 0.187. (4) The peptide sequence is ETESVNSNY. The MHC is HLA-A80:01 with pseudo-sequence HLA-A80:01. The binding affinity (normalized) is 0.130. (5) The peptide sequence is RVHGATVFK. The MHC is HLA-B15:09 with pseudo-sequence HLA-B15:09. The binding affinity (normalized) is 0.0847. (6) The peptide sequence is MTYLDGHPV. The MHC is HLA-B27:03 with pseudo-sequence HLA-B27:03. The binding affinity (normalized) is 0.0847. (7) The peptide sequence is SIRDGVRAY. The MHC is HLA-A29:02 with pseudo-sequence HLA-A29:02. The binding affinity (normalized) is 0.264.